Dataset: Forward reaction prediction with 1.9M reactions from USPTO patents (1976-2016). Task: Predict the product of the given reaction. (1) Given the reactants [Cl:1][C:2]1[CH:3]=[C:4]([NH:11][S:12]([C:15]2[CH:20]=[CH:19][C:18]([Cl:21])=[C:17]([C:22]([F:25])([F:24])[F:23])[CH:16]=2)(=[O:14])=[O:13])[C:5]([C:8](O)=[O:9])=[N:6][CH:7]=1.[CH2:26]([NH:28][C:29]1[S:30][CH:31]=[CH:32][N:33]=1)[CH3:27].N[C:35]1[S:36][CH:37]=[CH:38][N:39]=1.[BH3-]C#N.[Na+].CN(C(ON1N=NC2C=CC=NC1=2)=[N+](C)C)C.F[P-](F)(F)(F)(F)F.CCN(C(C)C)C(C)C, predict the reaction product. The product is: [CH2:26]([NH:28][C:29]1[S:30][CH:31]=[CH:32][N:33]=1)[CH3:27].[Cl:1][C:2]1[C:3]([C:35]2[S:36][CH:37]=[CH:38][N:39]=2)=[C:4]([NH:11][S:12]([C:15]2[CH:20]=[CH:19][C:18]([Cl:21])=[C:17]([C:22]([F:23])([F:25])[F:24])[CH:16]=2)(=[O:13])=[O:14])[C:5]([C:8]([NH:28][CH2:26][CH3:27])=[O:9])=[N:6][CH:7]=1. (2) Given the reactants [C:1]([O:5][C:6](=[O:13])[NH:7][C@H:8]1[CH2:11][C@H:10]([NH2:12])[CH2:9]1)([CH3:4])([CH3:3])[CH3:2].Cl[C:15]1[S:16][C:17]2[CH:23]=[C:22]([F:24])[CH:21]=[CH:20][C:18]=2[N:19]=1.C(N(C(C)C)CC)(C)C, predict the reaction product. The product is: [C:1]([O:5][C:6](=[O:13])[NH:7][C@H:8]1[CH2:11][C@H:10]([NH:12][C:15]2[S:16][C:17]3[CH:23]=[C:22]([F:24])[CH:21]=[CH:20][C:18]=3[N:19]=2)[CH2:9]1)([CH3:4])([CH3:2])[CH3:3]. (3) Given the reactants [Br:1][C:2]1[CH:3]=[C:4]([NH2:9])[C:5]([Cl:8])=[N:6][CH:7]=1.[C:10]1([S:16](Cl)(=[O:18])=[O:17])[CH:15]=[CH:14][CH:13]=[CH:12][CH:11]=1.N1C=CC=CC=1, predict the reaction product. The product is: [Br:1][C:2]1[CH:3]=[C:4]([NH:9][S:16]([C:10]2[CH:15]=[CH:14][CH:13]=[CH:12][CH:11]=2)(=[O:18])=[O:17])[C:5]([Cl:8])=[N:6][CH:7]=1. (4) Given the reactants [NH2:1][C:2]1[CH:24]=[CH:23][C:5]([O:6][C:7]2[CH:12]=[CH:11][N:10]=[C:9]3[CH:13]=[C:14]([C:16]([N:18]4[CH2:21][CH:20]([OH:22])[CH2:19]4)=[O:17])[S:15][C:8]=23)=[C:4]([F:25])[CH:3]=1.CSC1SC2C(=NC=CC=2OC2C=CC(NC(NC(=O)CC3C=CC=CC=3)=S)=CC=2F)C=1.[CH3:58][O:59][C:60]1[CH:65]=[CH:64][CH:63]=[CH:62][C:61]=1[CH2:66][C:67]([N:69]=[C:70]=[S:71])=[O:68], predict the reaction product. The product is: [F:25][C:4]1[CH:3]=[C:2]([NH:1][C:70]([NH:69][C:67](=[O:68])[CH2:66][C:61]2[CH:62]=[CH:63][CH:64]=[CH:65][C:60]=2[O:59][CH3:58])=[S:71])[CH:24]=[CH:23][C:5]=1[O:6][C:7]1[CH:12]=[CH:11][N:10]=[C:9]2[CH:13]=[C:14]([C:16]([N:18]3[CH2:19][CH:20]([OH:22])[CH2:21]3)=[O:17])[S:15][C:8]=12.